Task: Predict which catalyst facilitates the given reaction.. Dataset: Catalyst prediction with 721,799 reactions and 888 catalyst types from USPTO Reactant: [CH:1](Br)([CH3:3])[CH3:2].C([O-])([O-])=O.[K+].[K+].[O:11]=[CH:12][C:13]1[CH:21]=[CH:20][C:17]([O:18][CH3:19])=[C:15]([OH:16])[CH:14]=1. Product: [CH:1]([O:16][C:15]1[CH:14]=[C:13]([CH:21]=[CH:20][C:17]=1[O:18][CH3:19])[CH:12]=[O:11])([CH3:3])[CH3:2]. The catalyst class is: 215.